From a dataset of Full USPTO retrosynthesis dataset with 1.9M reactions from patents (1976-2016). Predict the reactants needed to synthesize the given product. (1) Given the product [Cl:28][C:14]1[CH:13]=[C:4]([CH:3]=[C:2]([Cl:1])[C:15]=1[O:16][C:17]1[CH:22]=[CH:21][C:20]([OH:23])=[C:19]([CH:25]([CH3:26])[CH3:27])[CH:18]=1)[CH2:5][CH:6]1[S:10][C:9](=[O:11])[NH:8][C:7]1=[O:12], predict the reactants needed to synthesize it. The reactants are: [Cl:1][C:2]1[CH:3]=[C:4]([CH:13]=[C:14]([Cl:28])[C:15]=1[O:16][C:17]1[CH:22]=[CH:21][C:20]([O:23]C)=[C:19]([CH:25]([CH3:27])[CH3:26])[CH:18]=1)[CH2:5][CH:6]1[S:10][C:9](=[O:11])[NH:8][C:7]1=[O:12].B(Br)(Br)Br. (2) Given the product [NH:25]1[C:12]([CH2:13][CH2:14][CH2:15][NH2:17])=[N:11][N:27]=[N:26]1, predict the reactants needed to synthesize it. The reactants are: C1(CC(O[NH:11][CH2:12][CH2:13][CH2:14][C:15]([NH2:17])=O)=O)C=CC=CC=1.O=P(Cl)(Cl)Cl.[Cl-].[NH4+].[N-:25]=[N+:26]=[N-:27].[Na+]. (3) Given the product [O:19]1[CH2:20][C@@H:18]1[CH2:17][N:12]1[C:11]2[CH:10]=[CH:9][CH:8]=[CH:7][C:6]=2[C:5]2[C:13]1=[CH:1][CH:2]=[CH:3][CH:4]=2, predict the reactants needed to synthesize it. The reactants are: [CH:1]1[C:13]2[NH:12][C:11]3[C:6](=[CH:7][CH:8]=[CH:9][CH:10]=3)[C:5]=2[CH:4]=[CH:3][CH:2]=1.[OH-].[K+].Cl[CH2:17][C@H:18]1[CH2:20][O:19]1. (4) Given the product [O:1]1[CH:5]=[CH:4][CH:3]=[C:2]1[C:6]1[O:12][C:10](=[O:11])/[C:9](=[CH:29]/[C:27]2[O:28][C:24]([C:18]3[CH:19]=[CH:20][CH:21]=[CH:22][CH:23]=3)=[CH:25][CH:26]=2)/[N:8]=1, predict the reactants needed to synthesize it. The reactants are: [O:1]1[CH:5]=[CH:4][CH:3]=[C:2]1[C:6]([NH:8][CH2:9][C:10]([OH:12])=[O:11])=O.C([O-])(=O)C.[Na+].[C:18]1([C:24]2[O:28][C:27]([CH:29]=O)=[CH:26][CH:25]=2)[CH:23]=[CH:22][CH:21]=[CH:20][CH:19]=1. (5) Given the product [CH3:1][O:2][C:3]1[CH:4]=[C:5]2[C:10](=[CH:11][C:12]=1[O:13][CH3:14])[N:9]=[CH:8][CH:7]=[C:6]2[O:15][C:16]1[CH:22]=[CH:21][C:19]([NH:20][C:26](=[O:28])[O:43][CH:39]([CH2:38][CH3:37])[CH2:40][CH2:41][CH3:42])=[C:18]([CH3:23])[C:17]=1[CH3:24], predict the reactants needed to synthesize it. The reactants are: [CH3:1][O:2][C:3]1[CH:4]=[C:5]2[C:10](=[CH:11][C:12]=1[O:13][CH3:14])[N:9]=[CH:8][CH:7]=[C:6]2[O:15][C:16]1[CH:22]=[CH:21][C:19]([NH2:20])=[C:18]([CH3:23])[C:17]=1[CH3:24].Cl[C:26](Cl)([O:28]C(=O)OC(Cl)(Cl)Cl)Cl.[CH3:37][CH2:38][CH:39]([OH:43])[CH2:40][CH2:41][CH3:42].C(=O)(O)[O-].[Na+]. (6) The reactants are: [CH3:1][C@@H:2]1[CH2:6][S:5](=[O:8])(=[O:7])[NH:4][CH2:3]1.Br[C:10]1[CH:15]=[CH:14][C:13]([C:16]([N:18]2[CH2:23][CH2:22][N:21]([C:24]3[CH:29]=[CH:28][C:27]([CH3:30])=[CH:26][C:25]=3[CH3:31])[CH2:20][CH2:19]2)=[O:17])=[C:12]([F:32])[CH:11]=1. Given the product [CH3:31][C:25]1[CH:26]=[C:27]([CH3:30])[CH:28]=[CH:29][C:24]=1[N:21]1[CH2:20][CH2:19][N:18]([C:16]([C:13]2[CH:14]=[CH:15][C:10]([N:4]3[CH2:3][C@H:2]([CH3:1])[CH2:6][S:5]3(=[O:8])=[O:7])=[CH:11][C:12]=2[F:32])=[O:17])[CH2:23][CH2:22]1, predict the reactants needed to synthesize it. (7) Given the product [CH3:37][CH:38]([N:40]([CH:41]([CH3:43])[CH3:42])[CH2:7][CH2:8][CH2:9][S:10]([N:13]1[CH2:18][CH2:17][CH:16]([C:19]2[C:27]3[C:22](=[C:23]([C:34]([NH2:36])=[O:35])[CH:24]=[C:25]([C:28]4[CH:33]=[CH:32][CH:31]=[CH:30][CH:29]=4)[CH:26]=3)[NH:21][CH:20]=2)[CH2:15][CH2:14]1)(=[O:12])=[O:11])[CH3:39], predict the reactants needed to synthesize it. The reactants are: NS(N)(=O)=O.Cl[CH2:7][CH2:8][CH2:9][S:10]([N:13]1[CH2:18][CH2:17][CH:16]([C:19]2[C:27]3[C:22](=[C:23]([C:34]([NH2:36])=[O:35])[CH:24]=[C:25]([C:28]4[CH:33]=[CH:32][CH:31]=[CH:30][CH:29]=4)[CH:26]=3)[NH:21][CH:20]=2)[CH2:15][CH2:14]1)(=[O:12])=[O:11].[CH3:37][CH:38]([NH:40][CH:41]([CH3:43])[CH3:42])[CH3:39].C([O-])([O-])=O.[K+].[K+]. (8) Given the product [NH2:42][C:39]1[CH:38]=[CH:37][C:36]([CH2:35][CH2:34][N:20]2[C:19]3[N:18]=[C:17]([CH2:10][C:11]4[CH:16]=[CH:15][CH:14]=[CH:13][CH:12]=4)[NH:25][C:24]=3[C:23](=[O:26])[N:22]([CH2:27][CH2:28][CH2:29][N:30]([CH3:31])[CH3:32])[C:21]2=[O:33])=[CH:41][CH:40]=1, predict the reactants needed to synthesize it. The reactants are: CN(C)CCCN=C=O.[CH2:10]([C:17]1[NH:25][C:24]2[C:23](=[O:26])[N:22]([CH2:27][CH2:28][CH2:29][N:30]([CH3:32])[CH3:31])[C:21](=[O:33])[N:20]([CH2:34][CH2:35][C:36]3[CH:41]=[CH:40][C:39]([N+:42]([O-])=O)=[CH:38][CH:37]=3)[C:19]=2[N:18]=1)[C:11]1[CH:16]=[CH:15][CH:14]=[CH:13][CH:12]=1.O.NN.[H][H].